This data is from Peptide-MHC class I binding affinity with 185,985 pairs from IEDB/IMGT. The task is: Regression. Given a peptide amino acid sequence and an MHC pseudo amino acid sequence, predict their binding affinity value. This is MHC class I binding data. The peptide sequence is SVQWFRLPR. The MHC is HLA-A31:01 with pseudo-sequence HLA-A31:01. The binding affinity (normalized) is 1.00.